Dataset: Full USPTO retrosynthesis dataset with 1.9M reactions from patents (1976-2016). Task: Predict the reactants needed to synthesize the given product. Given the product [CH2:1]([N:8]([CH3:28])[C:9]([CH:11]1[CH2:16][CH2:15][N:14]([C:17]([C:19]2[N:20]([CH2:32][C:33]3[CH:40]=[CH:39][C:36]([C:37]#[N:38])=[CH:35][CH:34]=3)[C:21]3[C:26]([CH:27]=2)=[CH:25][CH:24]=[CH:23][CH:22]=3)=[O:18])[CH2:13][CH2:12]1)=[O:10])[C:2]1[CH:7]=[CH:6][CH:5]=[CH:4][CH:3]=1, predict the reactants needed to synthesize it. The reactants are: [CH2:1]([N:8]([CH3:28])[C:9]([CH:11]1[CH2:16][CH2:15][N:14]([C:17]([C:19]2[NH:20][C:21]3[C:26]([CH:27]=2)=[CH:25][CH:24]=[CH:23][CH:22]=3)=[O:18])[CH2:13][CH2:12]1)=[O:10])[C:2]1[CH:7]=[CH:6][CH:5]=[CH:4][CH:3]=1.[H-].[Na+].I[CH2:32][C:33]1[CH:40]=[CH:39][C:36]([C:37]#[N:38])=[CH:35][CH:34]=1.